The task is: Predict the product of the given reaction.. This data is from Forward reaction prediction with 1.9M reactions from USPTO patents (1976-2016). (1) Given the reactants [CH:1]1[C:9]2[C:8]3[CH:10]=[CH:11][CH:12]=[CH:13][C:7]=3[O:6][C:5]=2[CH:4]=[CH:3][C:2]=1[CH2:14][C:15]1[C:24]2[C:19](=[CH:20][C:21]([O:27][CH3:28])=[C:22]([O:25][CH3:26])[CH:23]=2)[CH:18]=[N:17][CH:16]=1.C1C=C(Cl)C=C(C(OO)=[O:37])C=1, predict the reaction product. The product is: [CH:1]1[C:9]2[C:8]3[CH:10]=[CH:11][CH:12]=[CH:13][C:7]=3[O:6][C:5]=2[CH:4]=[CH:3][C:2]=1[CH2:14][C:15]1[C:24]2[C:19](=[CH:20][C:21]([O:27][CH3:28])=[C:22]([O:25][CH3:26])[CH:23]=2)[CH:18]=[N+:17]([O-:37])[CH:16]=1. (2) Given the reactants [CH3:1][C:2]1([CH:5]([OH:9])[CH2:6][CH:7]=[CH2:8])[CH2:4][CH2:3]1.[H-].[Na+].Br[CH2:13][CH:14]([O:18][CH2:19][CH3:20])[O:15][CH2:16][CH3:17], predict the reaction product. The product is: [CH2:16]([O:15][CH:14]([O:18][CH2:19][CH3:20])[CH2:13][O:9][CH:5]([C:2]1([CH3:1])[CH2:4][CH2:3]1)[CH2:6][CH:7]=[CH2:8])[CH3:17]. (3) Given the reactants C([O:3][C:4]([C:6]1[N:7]([C:25]2[CH:30]=[CH:29][C:28]([O:31][CH:32]3[CH2:36][CH2:35][CH2:34][CH2:33]3)=[CH:27][CH:26]=2)[C:8]2[C:13]([CH:14]=1)=[CH:12][C:11]([C:15]1[CH:20]=[CH:19][C:18]([C:21]([CH3:24])([CH3:23])[CH3:22])=[CH:17][CH:16]=1)=[CH:10][CH:9]=2)=O)C.[H-].[H-].[H-].[H-].[Li+].[Al+3].[NH4+].[Cl-].CCOC(C)=O, predict the reaction product. The product is: [C:21]([C:18]1[CH:19]=[CH:20][C:15]([C:11]2[CH:12]=[C:13]3[C:8](=[CH:9][CH:10]=2)[N:7]([C:25]2[CH:26]=[CH:27][C:28]([O:31][CH:32]4[CH2:36][CH2:35][CH2:34][CH2:33]4)=[CH:29][CH:30]=2)[C:6]([CH2:4][OH:3])=[CH:14]3)=[CH:16][CH:17]=1)([CH3:24])([CH3:22])[CH3:23]. (4) The product is: [Cl:1][C:2]1[CH:19]=[C:18]([Cl:20])[CH:17]=[CH:16][C:3]=1[C:4]1[N:22]([CH3:21])[C:13]([CH3:14])=[C:7]([C:8]([O:10][CH2:11][CH3:12])=[O:9])[N:6]=1. Given the reactants [Cl:1][C:2]1[CH:19]=[C:18]([Cl:20])[CH:17]=[CH:16][C:3]=1[C:4]([NH:6][CH:7]([C:13](=O)[CH3:14])[C:8]([O:10][CH2:11][CH3:12])=[O:9])=O.[CH3:21][NH2:22], predict the reaction product.